This data is from Reaction yield outcomes from USPTO patents with 853,638 reactions. The task is: Predict the reaction yield, written as a fraction of the theoretical maximum amount of product (1.0 means a 100% yield; for example, 0.34 means a 34% yield). (1) The reactants are C([O-])(O)=O.[Na+].[CH3:6][O:7][CH2:8][CH2:9][O:10][CH2:11][C:12]([C:15]1[CH:20]=[CH:19][C:18]([NH2:21])=[CH:17][C:16]=1[N+:22]([O-:24])=[O:23])([CH3:14])[CH3:13].[C:25](Cl)(=[O:27])[CH3:26].O. The catalyst is ClCCl. The product is [CH3:6][O:7][CH2:8][CH2:9][O:10][CH2:11][C:12]([C:15]1[CH:20]=[CH:19][C:18]([NH:21][C:25](=[O:27])[CH3:26])=[CH:17][C:16]=1[N+:22]([O-:24])=[O:23])([CH3:14])[CH3:13]. The yield is 0.870. (2) The reactants are [Cl-].O[NH3+:3].[C:4](=[O:7])([O-])[OH:5].[Na+].CS(C)=O.[CH2:13]([C:17]1[N:18]([CH2:31][C:32]2[CH:37]=[CH:36][C:35]([C:38]3[C:39]([C:44]#[N:45])=[CH:40][CH:41]=[CH:42][CH:43]=3)=[CH:34][CH:33]=2)[C:19](=[O:30])[C:20]([C:24]2[CH:25]=[N:26][N:27]([CH3:29])[CH:28]=2)=[C:21]([CH3:23])[N:22]=1)[CH2:14][CH2:15][CH3:16]. The catalyst is O. The product is [CH2:13]([C:17]1[N:18]([CH2:31][C:32]2[CH:33]=[CH:34][C:35]([C:38]3[CH:43]=[CH:42][CH:41]=[CH:40][C:39]=3[C:44]3[NH:3][C:4](=[O:7])[O:5][N:45]=3)=[CH:36][CH:37]=2)[C:19](=[O:30])[C:20]([C:24]2[CH:25]=[N:26][N:27]([CH3:29])[CH:28]=2)=[C:21]([CH3:23])[N:22]=1)[CH2:14][CH2:15][CH3:16]. The yield is 0.270. (3) The reactants are Br[C:2]1[CH:3]=[C:4]([OH:9])[CH:5]=[C:6]([Cl:8])[CH:7]=1.[CH3:10][C:11]1([CH3:27])[C:15]([CH3:17])([CH3:16])[O:14][B:13]([B:13]2[O:14][C:15]([CH3:17])([CH3:16])[C:11]([CH3:27])([CH3:10])[O:12]2)[O:12]1.C([O-])(=O)C.[K+].COCCOC. The catalyst is [Cl-].[Na+].O.O. The product is [Cl:8][C:6]1[CH:5]=[C:4]([OH:9])[CH:3]=[C:2]([B:13]2[O:14][C:15]([CH3:17])([CH3:16])[C:11]([CH3:27])([CH3:10])[O:12]2)[CH:7]=1. The yield is 0.280.